Dataset: Peptide-MHC class II binding affinity with 134,281 pairs from IEDB. Task: Regression. Given a peptide amino acid sequence and an MHC pseudo amino acid sequence, predict their binding affinity value. This is MHC class II binding data. (1) The peptide sequence is GELQIVDKIDAAFDI. The MHC is DRB1_0101 with pseudo-sequence DRB1_0101. The binding affinity (normalized) is 0.436. (2) The peptide sequence is APSVVPNTTLGMHCG. The MHC is DRB1_0401 with pseudo-sequence DRB1_0401. The binding affinity (normalized) is 0.383. (3) The binding affinity (normalized) is 0.369. The MHC is DRB1_0101 with pseudo-sequence DRB1_0101. The peptide sequence is LSARKLDSSKKEELS. (4) The MHC is DRB1_1001 with pseudo-sequence DRB1_1001. The peptide sequence is YDKFLAGVSTVLTGK. The binding affinity (normalized) is 0.709.